This data is from Full USPTO retrosynthesis dataset with 1.9M reactions from patents (1976-2016). The task is: Predict the reactants needed to synthesize the given product. (1) The reactants are: Cl[C:2]1[N:7]=[C:6]([N:8]2[CH2:13][CH2:12][O:11][CH2:10][CH2:9]2)[N:5]=[C:4]([N:14]2[C:18]3[CH:19]=[CH:20][CH:21]=[C:22]([O:23][CH3:24])[C:17]=3[N:16]=[C:15]2[CH:25]([F:27])[F:26])[N:3]=1.[NH:28]1[CH2:33][CH2:32][CH:31]([NH:34][C:35](=[O:41])[O:36][C:37]([CH3:40])([CH3:39])[CH3:38])[CH2:30][CH2:29]1.CCN(C(C)C)C(C)C. Given the product [F:26][CH:25]([F:27])[C:15]1[N:14]([C:4]2[N:5]=[C:6]([N:8]3[CH2:13][CH2:12][O:11][CH2:10][CH2:9]3)[N:7]=[C:2]([N:28]3[CH2:29][CH2:30][CH:31]([NH:34][C:35](=[O:41])[O:36][C:37]([CH3:39])([CH3:38])[CH3:40])[CH2:32][CH2:33]3)[N:3]=2)[C:18]2[CH:19]=[CH:20][CH:21]=[C:22]([O:23][CH3:24])[C:17]=2[N:16]=1, predict the reactants needed to synthesize it. (2) Given the product [Cl:1][C:2]1[N:9]=[C:8]([C:32]2[CH:33]=[C:28]([NH:27][C:24](=[O:26])[CH3:25])[CH:29]=[CH:30][CH:31]=2)[CH:7]=[C:6]([C:11]2[CH:12]=[CH:13][C:14]([O:17][C:18]3[CH:23]=[CH:22][CH:21]=[CH:20][CH:19]=3)=[CH:15][CH:16]=2)[C:3]=1[C:4]#[N:5], predict the reactants needed to synthesize it. The reactants are: [Cl:1][C:2]1[N:9]=[C:8](Cl)[CH:7]=[C:6]([C:11]2[CH:16]=[CH:15][C:14]([O:17][C:18]3[CH:23]=[CH:22][CH:21]=[CH:20][CH:19]=3)=[CH:13][CH:12]=2)[C:3]=1[C:4]#[N:5].[C:24]([NH:27][C:28]1[CH:29]=[C:30](B(O)O)[CH:31]=[CH:32][CH:33]=1)(=[O:26])[CH3:25].O.[O-]P([O-])([O-])=O.[K+].[K+].[K+]. (3) Given the product [Cl:8][C:7]1[CH:6]=[CH:5][C:4]([OH:9])=[CH:3][C:2]=1[NH:1][C:15](=[O:29])[CH:16]([CH2:20][C:21]1[CH:22]=[CH:23][C:24]([C:27]#[N:28])=[CH:25][CH:26]=1)[C:17](=[O:19])[CH3:18], predict the reactants needed to synthesize it. The reactants are: [NH2:1][C:2]1[CH:3]=[C:4]([OH:9])[CH:5]=[CH:6][C:7]=1[Cl:8].C(S[C:15](=[O:29])[CH:16]([CH2:20][C:21]1[CH:26]=[CH:25][C:24]([C:27]#[N:28])=[CH:23][CH:22]=1)[C:17](=[O:19])[CH3:18])(C)(C)C.